Task: Binary Classification. Given a miRNA mature sequence and a target amino acid sequence, predict their likelihood of interaction.. Dataset: Experimentally validated miRNA-target interactions with 360,000+ pairs, plus equal number of negative samples (1) The miRNA is mmu-miR-206-3p with sequence UGGAAUGUAAGGAAGUGUGUGG. The protein sequence of the target gene is MKSAKLGFLLRFFIFCSLNTLLLGGVNKIAEKICGDLKDPCKLDMNFGSCYEVHFRYFYNRTSKRCETFVFSGCNGNLNNFKLKIEREVACVAKYKPPR. Result: 0 (no interaction). (2) The miRNA is hsa-miR-4688 with sequence UAGGGGCAGCAGAGGACCUGGG. Result: 0 (no interaction). The protein sequence of the target gene is MTRDDALPDSHSAQTFYENYEPKEILGRGVSSVVRRCIHKPTCQEYAVKIIDITGGGSFSSEEVQELREATLKEVDILQKVSGHPNIIQLKDTYETNTFFFLVFDLMKRGELFDYLTEKVTLTEKETRKIMRALLEVICTLHKLNIVHRDLKPENILLDDNMNIKLTDFGFSCQLQPGEKLREVCGTPSYLAPEIIQCSMDDGHPGYGKEVDMWSTGVIMYTLLAGSPPFWHRKQMLMLRMIMDGKYQFGSPEWDDYSDTVKDLVSRFLVVQPQDRCSAEEALAHPFFQEYVVEEVRHFS.... (3) The miRNA is hsa-miR-934 with sequence UGUCUACUACUGGAGACACUGG. The protein sequence of the target gene is MAGVQTLGRARGSTWTWRPVARDVLLARAFHSCTELEGRFYLVGGLLEGGARVPSNDTVIFDPAVGQAVRLVARGSPLRSHHDAALVGGRWLCVVGGWDGSRRLSTVAALDTEREVWEAWAANPGNCPPAGLSSHTCTRLSDGELRVSGREGGTHTQRRYGSIYTLKLDHRTRTYCYKEEGCHTTSRSGHCAALLPTAGPHPGHQLLLFGGCNSVGPEVAGQWSPGKIKEEQPVAPHLREQLARLVSSGQGLQQGPQSLRHHSCSVVGPFAVLFGGETLTRARDTICNDLYIYDTRKSPP.... Result: 0 (no interaction).